This data is from Full USPTO retrosynthesis dataset with 1.9M reactions from patents (1976-2016). The task is: Predict the reactants needed to synthesize the given product. (1) Given the product [Cl:44][C:45]1[CH:50]=[CH:49][C:48]([CH2:51][N:52]2[CH:56]=[CH:55][C:54]([NH:57][C:8]([C:7]3[CH:6]=[CH:5][N:4]=[CH:3][C:2]=3[F:1])=[O:10])=[N:53]2)=[C:47]([C:58]([F:59])([F:61])[F:60])[CH:46]=1, predict the reactants needed to synthesize it. The reactants are: [F:1][C:2]1[CH:3]=[N:4][CH:5]=[CH:6][C:7]=1[C:8]([OH:10])=O.CN(C(ON1N=NC2C=CC=NC1=2)=[N+](C)C)C.F[P-](F)(F)(F)(F)F.CCN(C(C)C)C(C)C.[Cl:44][C:45]1[CH:50]=[CH:49][C:48]([CH2:51][N:52]2[CH:56]=[CH:55][C:54]([NH2:57])=[N:53]2)=[C:47]([C:58]([F:61])([F:60])[F:59])[CH:46]=1. (2) Given the product [Cl:1][C:2]1[CH:3]=[CH:4][C:5]([N:8]2[CH:12]=[C:11]([CH2:13][CH2:14][CH2:15][O:16][C:25]3[C:24]([CH2:22][CH3:23])=[CH:29][CH:28]=[CH:27][C:26]=3[CH2:30][C:31]([O:33][CH3:34])=[O:32])[C:10]([CH:17]([CH2:20][CH3:21])[CH2:18][CH3:19])=[N:9]2)=[N:6][CH:7]=1, predict the reactants needed to synthesize it. The reactants are: [Cl:1][C:2]1[CH:3]=[CH:4][C:5]([N:8]2[CH:12]=[C:11]([CH2:13][CH2:14][CH2:15][OH:16])[C:10]([CH:17]([CH2:20][CH3:21])[CH2:18][CH3:19])=[N:9]2)=[N:6][CH:7]=1.[CH2:22]([C:24]1[C:25](O)=[C:26]([CH2:30][C:31]([O:33][CH3:34])=[O:32])[CH:27]=[CH:28][CH:29]=1)[CH3:23].C(P(CCCC)CCCC)CCC.N(C(N1CCCCC1)=O)=NC(N1CCCCC1)=O. (3) The reactants are: [Cl:1][C:2]1[CH:3]=[C:4]2[C:9](=[CH:10][C:11]=1[C:12]([OH:14])=O)[N:8]=[CH:7][N:6]=[C:5]2[NH:15][CH:16]([C:18]1[NH:22][C:21]2[CH:23]=[CH:24][C:25]([Cl:27])=[CH:26][C:20]=2[N:19]=1)[CH3:17].FC1C(OC(N(C)C)=[N+](C)C)=C(F)C(F)=C(F)C=1F.F[P-](F)(F)(F)(F)F.C(N(C(C)C)CC)(C)C.[CH3:63][O:64][CH2:65][C@H:66]1[CH2:70][CH2:69][CH2:68][NH:67]1. Given the product [Cl:1][C:2]1[CH:3]=[C:4]2[C:9](=[CH:10][C:11]=1[C:12]([N:67]1[CH2:68][CH2:69][CH2:70][C@@H:66]1[CH2:65][O:64][CH3:63])=[O:14])[N:8]=[CH:7][N:6]=[C:5]2[NH:15][CH:16]([C:18]1[NH:22][C:21]2[CH:23]=[CH:24][C:25]([Cl:27])=[CH:26][C:20]=2[N:19]=1)[CH3:17], predict the reactants needed to synthesize it. (4) Given the product [C:1]([O:5][C@@H:6]([C:12]1[C:38]([CH3:39])=[CH:37][C:15]2[N:16]=[C:17]([C:19]3[CH:24]=[CH:23][N:22]=[C:21]([C:25]4[CH:33]=[C:32]5[C:28]([C:29](=[O:36])[N:30]([CH3:35])[N:31]5[CH3:34])=[CH:27][CH:26]=4)[CH:20]=3)[S:18][C:14]=2[C:13]=1[C:40]1[CH:41]=[CH:42][C:43]([Cl:46])=[CH:44][CH:45]=1)[C:7]([OH:9])=[O:8])([CH3:4])([CH3:2])[CH3:3], predict the reactants needed to synthesize it. The reactants are: [C:1]([O:5][C@@H:6]([C:12]1[C:38]([CH3:39])=[CH:37][C:15]2[N:16]=[C:17]([C:19]3[CH:24]=[CH:23][N:22]=[C:21]([C:25]4[CH:33]=[C:32]5[C:28]([C:29](=[O:36])[N:30]([CH3:35])[N:31]5[CH3:34])=[CH:27][CH:26]=4)[CH:20]=3)[S:18][C:14]=2[C:13]=1[C:40]1[CH:45]=[CH:44][C:43]([Cl:46])=[CH:42][CH:41]=1)[C:7]([O:9]CC)=[O:8])([CH3:4])([CH3:3])[CH3:2].[OH-].[Na+]. (5) Given the product [C:7]([O:11][C:12]([N:14]1[CH2:19][CH2:18][CH:17]([CH:20]=[O:25])[CH2:16][CH2:15]1)=[O:13])([CH3:10])([CH3:9])[CH3:8], predict the reactants needed to synthesize it. The reactants are: [H-].[H-].[H-].[H-].[Li+].[Al+3].[C:7]([O:11][C:12]([N:14]1[CH2:19][CH2:18][CH:17]([C:20](=[O:25])N(OC)C)[CH2:16][CH2:15]1)=[O:13])([CH3:10])([CH3:9])[CH3:8].OS([O-])(=O)=O.[K+]. (6) Given the product [C:20]1([CH3:21])[CH:19]=[C:18]([CH3:22])[CH:17]=[C:16]([CH3:23])[C:15]=1[O:14][C:12]1[N:13]=[C:8]([C:6]2([C:5]([F:4])([F:29])[F:30])[CH2:7][CH2:3][N:1]=[N:2]2)[CH:9]=[CH:10][C:11]=1[C:24]([O:26][CH2:27][CH3:28])=[O:25], predict the reactants needed to synthesize it. The reactants are: [N+:1](=[CH2:3])=[N-:2].[F:4][C:5]([F:30])([F:29])[C:6]([C:8]1[N:13]=[C:12]([O:14][C:15]2[C:20]([CH3:21])=[CH:19][C:18]([CH3:22])=[CH:17][C:16]=2[CH3:23])[C:11]([C:24]([O:26][CH2:27][CH3:28])=[O:25])=[CH:10][CH:9]=1)=[CH2:7]. (7) The reactants are: [Cl:1][C:2]1[CH:3]=[C:4]([CH:8]=[CH:9][C:10]=1[CH3:11])[C:5]([OH:7])=O.CCN=C=NCCCN(C)C.C1C=C2N=NN(O)C2=CC=1.O.[C:34]([NH2:43])([C:37]1[CH:42]=[CH:41][CH:40]=[CH:39][CH:38]=1)([CH3:36])[CH3:35]. Given the product [Cl:1][C:2]1[CH:3]=[C:4]([CH:8]=[CH:9][C:10]=1[CH3:11])[C:5]([NH:43][C:34]([CH3:36])([C:37]1[CH:42]=[CH:41][CH:40]=[CH:39][CH:38]=1)[CH3:35])=[O:7], predict the reactants needed to synthesize it. (8) The reactants are: [F:1][CH:2]([F:35])[C:3]1[N:7]([C:8]2[N:13]=[C:12]3[N:14]([CH:17]4[CH2:22][CH2:21][NH:20][CH2:19][CH2:18]4)[N:15]=[CH:16][C:11]3=[C:10]([N:23]3[CH2:28][CH2:27][O:26][CH2:25][CH2:24]3)[N:9]=2)[C:6]2[CH:29]=[CH:30][CH:31]=[C:32]([O:33][CH3:34])[C:5]=2[N:4]=1.C([O-])([O-])=O.[K+].[K+].[CH3:42][S:43](Cl)(=[O:45])=[O:44]. Given the product [F:35][CH:2]([F:1])[C:3]1[N:7]([C:8]2[N:13]=[C:12]3[N:14]([CH:17]4[CH2:22][CH2:21][N:20]([S:43]([CH3:42])(=[O:45])=[O:44])[CH2:19][CH2:18]4)[N:15]=[CH:16][C:11]3=[C:10]([N:23]3[CH2:24][CH2:25][O:26][CH2:27][CH2:28]3)[N:9]=2)[C:6]2[CH:29]=[CH:30][CH:31]=[C:32]([O:33][CH3:34])[C:5]=2[N:4]=1, predict the reactants needed to synthesize it. (9) Given the product [CH:34]([NH:37][C:38]([NH:1][C:2]1[S:3][C:4]2[CH:33]=[CH:32][CH:31]=[CH:30][C:5]=2[C:6]=1[C:7]([N:9]1[CH2:10][CH2:11][CH:12]([N:15]2[CH2:29][CH2:28][CH2:27][C:17]3([O:21][C:20](=[O:22])[N:19]([CH:23]([CH3:24])[CH3:25])[C:18]3=[O:26])[CH2:16]2)[CH2:13][CH2:14]1)=[O:8])=[O:39])([CH3:36])[CH3:35], predict the reactants needed to synthesize it. The reactants are: [NH2:1][C:2]1[S:3][C:4]2[CH:33]=[CH:32][CH:31]=[CH:30][C:5]=2[C:6]=1[C:7]([N:9]1[CH2:14][CH2:13][CH:12]([N:15]2[CH2:29][CH2:28][CH2:27][C:17]3([O:21][C:20](=[O:22])[N:19]([CH:23]([CH3:25])[CH3:24])[C:18]3=[O:26])[CH2:16]2)[CH2:11][CH2:10]1)=[O:8].[CH:34]([N:37]=[C:38]=[O:39])([CH3:36])[CH3:35]. (10) Given the product [F:1][C:2]([F:23])([F:24])[C:3]1[CH:4]=[CH:5][C:6]([O:7][CH:8]([C:11]2[CH:16]=[CH:15][CH:14]=[C:13]([C:17]([F:18])([F:19])[F:20])[CH:12]=2)[CH2:9][O:10][C:25](=[O:28])[CH2:26][CH3:27])=[CH:21][CH:22]=1, predict the reactants needed to synthesize it. The reactants are: [F:1][C:2]([F:24])([F:23])[C:3]1[CH:22]=[CH:21][C:6]([O:7][CH:8]([C:11]2[CH:16]=[CH:15][CH:14]=[C:13]([C:17]([F:20])([F:19])[F:18])[CH:12]=2)[CH2:9][OH:10])=[CH:5][CH:4]=1.[C:25](Cl)(=[O:28])[CH2:26][CH3:27].O.CCOCC.